This data is from Forward reaction prediction with 1.9M reactions from USPTO patents (1976-2016). The task is: Predict the product of the given reaction. Given the reactants Cl.[NH2:2][C:3]([C:9]1[CH:14]=[CH:13][CH:12]=[C:11]([Br:15])[CH:10]=1)([CH:6]([F:8])[F:7])[CH2:4][OH:5].C([O-])([O-])=O.[Na+].[Na+].[Cl:22][CH2:23][C:24](Cl)=[O:25].CO, predict the reaction product. The product is: [Br:15][C:11]1[CH:10]=[C:9]([C:3]([NH:2][C:24](=[O:25])[CH2:23][Cl:22])([CH2:4][OH:5])[CH:6]([F:7])[F:8])[CH:14]=[CH:13][CH:12]=1.